This data is from Full USPTO retrosynthesis dataset with 1.9M reactions from patents (1976-2016). The task is: Predict the reactants needed to synthesize the given product. (1) Given the product [CH:30]1([CH2:29][O:28][C:23]2[CH:22]=[C:21]([CH2:20][N:13]3[C:14]4[C:19](=[CH:18][CH:17]=[CH:16][CH:15]=4)[C:11]([C:8]4[CH:9]=[CH:10][C:5]([C:1]([CH3:4])([CH3:2])[CH3:3])=[CH:6][CH:7]=4)=[C:12]3[C:33]([OH:35])=[O:34])[CH:26]=[C:25]([O:27][CH2:40][CH2:41][N:42]([CH3:44])[CH3:43])[CH:24]=2)[CH2:32][CH2:31]1, predict the reactants needed to synthesize it. The reactants are: [C:1]([C:5]1[CH:10]=[CH:9][C:8]([C:11]2[C:19]3[C:14](=[CH:15][CH:16]=[CH:17][CH:18]=3)[N:13]([CH2:20][C:21]3[CH:26]=[C:25]([OH:27])[CH:24]=[C:23]([O:28][CH2:29][CH:30]4[CH2:32][CH2:31]4)[CH:22]=3)[C:12]=2[C:33]([O:35]CC)=[O:34])=[CH:7][CH:6]=1)([CH3:4])([CH3:3])[CH3:2].Cl.Cl[CH2:40][CH2:41][N:42]([CH3:44])[CH3:43].C([O-])([O-])=O.[K+].[K+].[OH-].[Na+]. (2) Given the product [CH2:1]([O:3][C:4]([C:6]1[CH:10]=[C:9]([CH2:11][CH2:12][CH3:13])[N:8]([CH2:21][C:22]([N:24]2[CH2:25][CH2:26][N:27]([C:30]3[CH:35]=[CH:34][C:33]([F:36])=[CH:32][CH:31]=3)[CH2:28][CH2:29]2)=[O:23])[N:7]=1)=[O:5])[CH3:2], predict the reactants needed to synthesize it. The reactants are: [CH2:1]([O:3][C:4]([C:6]1[NH:7][N:8]=[C:9]([CH2:11][CH2:12][CH3:13])[CH:10]=1)=[O:5])[CH3:2].C([O-])([O-])=O.[K+].[K+].Cl[CH2:21][C:22]([N:24]1[CH2:29][CH2:28][N:27]([C:30]2[CH:35]=[CH:34][C:33]([F:36])=[CH:32][CH:31]=2)[CH2:26][CH2:25]1)=[O:23].CN(C=O)C.